This data is from Catalyst prediction with 721,799 reactions and 888 catalyst types from USPTO. The task is: Predict which catalyst facilitates the given reaction. (1) Reactant: [CH2:1]([O:3][C:4](=[O:25])[CH2:5][N:6]1[CH2:9][C:8]2([CH2:13][CH2:12][CH2:11][N:10]2[C:14](OCC2C=CC=CC=2)=[O:15])[C:7]1=[O:24])[CH3:2].[C:26](OC(=O)C)(=O)C. Product: [C:14]([N:10]1[CH2:11][CH2:12][CH2:13][C:8]21[C:7](=[O:24])[N:6]([CH2:5][C:4]([O:3][CH2:1][CH3:2])=[O:25])[CH2:9]2)(=[O:15])[CH3:26]. The catalyst class is: 99. (2) Reactant: [CH3:1][O:2][C:3]1[CH:4]=[C:5]2[C:10](=[CH:11][C:12]=1[O:13][CH3:14])[N:9]=[CH:8][CH:7]=[C:6]2[O:15][C:16]1[CH:22]=[CH:21][C:19]([NH2:20])=[CH:18][C:17]=1[CH3:23].C(N(CC)CC)C.ClC(Cl)(O[C:35](=[O:41])OC(Cl)(Cl)Cl)Cl.[CH2:43]([N:50]1[CH2:55][CH2:54][CH:53]([NH2:56])[CH2:52][CH2:51]1)[C:44]1[CH:49]=[CH:48][CH:47]=[CH:46][CH:45]=1. Product: [CH2:43]([N:50]1[CH2:55][CH2:54][CH:53]([NH:56][C:35]([NH:20][C:19]2[CH:21]=[CH:22][C:16]([O:15][C:6]3[C:5]4[C:10](=[CH:11][C:12]([O:13][CH3:14])=[C:3]([O:2][CH3:1])[CH:4]=4)[N:9]=[CH:8][CH:7]=3)=[C:17]([CH3:23])[CH:18]=2)=[O:41])[CH2:52][CH2:51]1)[C:44]1[CH:45]=[CH:46][CH:47]=[CH:48][CH:49]=1. The catalyst class is: 146. (3) Reactant: [Cl:1][C:2]1[C:11]2[C:6](=[CH:7][CH:8]=[C:9]([C:12](Cl)=[O:13])[CH:10]=2)[C:5]([Cl:15])=[CH:4][N:3]=1.Cl.[CH2:17]([O:19][C:20](=[O:27])[C:21]1([CH2:26][CH2:25][CH2:24][CH2:23]1)[NH2:22])[CH3:18].CCN(CC)CC. Product: [CH2:17]([O:19][C:20](=[O:27])[C:21]1([CH2:26][CH2:25][CH2:24][CH2:23]1)[NH:22][C:12]([C:9]1[CH:10]=[C:11]2[C:6]([C:5]([Cl:15])=[CH:4][N:3]=[C:2]2[Cl:1])=[CH:7][CH:8]=1)=[O:13])[CH3:18]. The catalyst class is: 2. (4) Reactant: S(Cl)([Cl:3])=O.[CH3:5][C:6]1[C:11]([CH2:12]O)=[CH:10][CH:9]=[CH:8][N:7]=1.C([O-])(O)=O.[Na+]. Product: [Cl:3][CH2:12][C:11]1[C:6]([CH3:5])=[N:7][CH:8]=[CH:9][CH:10]=1. The catalyst class is: 2. (5) Reactant: [F:1][C:2]1[CH:3]=[C:4]([CH:15]=[CH:16][CH:17]=1)[CH2:5][O:6][C:7]1[CH:14]=[CH:13][C:10]([CH:11]=[O:12])=[CH:9][CH:8]=1.[H-].[Al+3].[Li+].[H-].[H-].[H-].O.[OH-].[Na+]. Product: [F:1][C:2]1[CH:3]=[C:4]([CH:15]=[CH:16][CH:17]=1)[CH2:5][O:6][C:7]1[CH:14]=[CH:13][C:10]([CH2:11][OH:12])=[CH:9][CH:8]=1. The catalyst class is: 7. (6) Product: [CH:1]1([C:4]2[N:9]=[C:8]([C:10]3[C:18]4[C:13](=[CH:14][CH:15]=[C:16]([C:19]([OH:21])=[O:20])[CH:17]=4)[NH:12][CH:11]=3)[CH:7]=[N:6][CH:5]=2)[CH2:2][CH2:3]1. The catalyst class is: 24. Reactant: [CH:1]1([C:4]2[N:9]=[C:8]([C:10]3[C:18]4[C:13](=[CH:14][CH:15]=[C:16]([C:19]([O:21]C)=[O:20])[CH:17]=4)[N:12](S(C4C=CC(C)=CC=4)(=O)=O)[CH:11]=3)[CH:7]=[N:6][CH:5]=2)[CH2:3][CH2:2]1.[OH-].[K+].